Task: Predict the reaction yield, written as a fraction of the theoretical maximum amount of product (1.0 means a 100% yield; for example, 0.34 means a 34% yield).. Dataset: Reaction yield outcomes from USPTO patents with 853,638 reactions (1) The reactants are [N+](=[CH:3][Si](C)(C)C)=[N-].[F:8][C:9]1[CH:10]=[C:11]([NH:20][C:21]([C@@H:23]2[N:32]([C:33]([C@@H:35]3[CH2:38][C@H:37]([C:39]([OH:41])=[O:40])[CH2:36]3)=[O:34])[CH2:31][CH2:30][C:29]3[N:28]=[C:27]([O:42][CH3:43])[CH:26]=[CH:25][C:24]2=3)=[O:22])[CH:12]=[C:13]2[C:17]=1[C:16]([CH3:19])([CH3:18])[CH2:15][CH2:14]2.O.C(OCC)(=O)C. The catalyst is C1COCC1.CO. The product is [F:8][C:9]1[CH:10]=[C:11]([NH:20][C:21]([C@@H:23]2[N:32]([C:33]([C@@H:35]3[CH2:38][C@H:37]([C:39]([O:41][CH3:3])=[O:40])[CH2:36]3)=[O:34])[CH2:31][CH2:30][C:29]3[N:28]=[C:27]([O:42][CH3:43])[CH:26]=[CH:25][C:24]2=3)=[O:22])[CH:12]=[C:13]2[C:17]=1[C:16]([CH3:18])([CH3:19])[CH2:15][CH2:14]2. The yield is 0.810. (2) The reactants are [Cl:1][C:2]1[C:7]([C:8]2[CH:9]=[C:10]([C:14](=[O:20])[C:15]([N:17]([CH3:19])[CH3:18])=[O:16])[CH:11]=[N:12][CH:13]=2)=[CH:6][N:5]=[C:4]2[NH:21][CH:22]=[C:23]([C:24]3[C:25]([NH:30][CH3:31])=[N:26][CH:27]=[CH:28][CH:29]=3)[C:3]=12.B1C2CCCC1CCC2. The catalyst is C1(C)C=CC=CC=1. The product is [Cl:1][C:2]1[C:7]([C:8]2[CH:9]=[C:10]([CH:14]([OH:20])[C:15]([N:17]([CH3:19])[CH3:18])=[O:16])[CH:11]=[N:12][CH:13]=2)=[CH:6][N:5]=[C:4]2[NH:21][CH:22]=[C:23]([C:24]3[C:25]([NH:30][CH3:31])=[N:26][CH:27]=[CH:28][CH:29]=3)[C:3]=12. The yield is 0.500.